Dataset: Reaction yield outcomes from USPTO patents with 853,638 reactions. Task: Predict the reaction yield, written as a fraction of the theoretical maximum amount of product (1.0 means a 100% yield; for example, 0.34 means a 34% yield). The reactants are O[C@@:2]([C@@H:15]1[CH2:20][CH2:19][CH2:18][N:17]([C:21]([NH:23][C@@H:24]([CH2:37][CH:38]2[CH2:43][CH2:42][CH2:41][CH2:40][CH2:39]2)[CH2:25][N:26]([CH3:36])[C:27](=[O:35])[O:28][CH2:29][CH2:30][Si:31]([CH3:34])([CH3:33])[CH3:32])=[O:22])[CH2:16]1)([C:9]1[CH:14]=[CH:13][CH:12]=[CH:11][CH:10]=1)[CH2:3][CH2:4][CH2:5][CH2:6][O:7][CH3:8].C(O)C. The catalyst is [Ni].O. The product is [CH3:8][O:7][CH2:6][CH2:5][CH2:4][CH2:3][C@H:2]([C@@H:15]1[CH2:20][CH2:19][CH2:18][N:17]([C:21]([NH:23][C@@H:24]([CH2:37][CH:38]2[CH2:39][CH2:40][CH2:41][CH2:42][CH2:43]2)[CH2:25][N:26]([CH3:36])[C:27](=[O:35])[O:28][CH2:29][CH2:30][Si:31]([CH3:32])([CH3:33])[CH3:34])=[O:22])[CH2:16]1)[C:9]1[CH:14]=[CH:13][CH:12]=[CH:11][CH:10]=1. The yield is 0.570.